Dataset: NCI-60 drug combinations with 297,098 pairs across 59 cell lines. Task: Regression. Given two drug SMILES strings and cell line genomic features, predict the synergy score measuring deviation from expected non-interaction effect. Cell line: SK-MEL-28. Synergy scores: CSS=5.39, Synergy_ZIP=14.8, Synergy_Bliss=23.9, Synergy_Loewe=10.6, Synergy_HSA=10.1. Drug 1: CC12CCC3C(C1CCC2O)C(CC4=C3C=CC(=C4)O)CCCCCCCCCS(=O)CCCC(C(F)(F)F)(F)F. Drug 2: CC1=C2C(C(=O)C3(C(CC4C(C3C(C(C2(C)C)(CC1OC(=O)C(C(C5=CC=CC=C5)NC(=O)OC(C)(C)C)O)O)OC(=O)C6=CC=CC=C6)(CO4)OC(=O)C)O)C)O.